This data is from Forward reaction prediction with 1.9M reactions from USPTO patents (1976-2016). The task is: Predict the product of the given reaction. Given the reactants [CH2:1]([O:8][C:9]([N:11]1[CH2:15][C@@H:14]([S:16][C:17](=O)C)[CH2:13][C@H:12]1[CH2:20][O:21][Si:22]([C:25]([CH3:28])([CH3:27])[CH3:26])([CH3:24])[CH3:23])=[O:10])[C:2]1[CH:7]=[CH:6][CH:5]=[CH:4][CH:3]=1.CI.C[O-].[Na+].CO, predict the reaction product. The product is: [CH2:1]([O:8][C:9]([N:11]1[CH2:15][C@@H:14]([S:16][CH3:17])[CH2:13][C@H:12]1[CH2:20][O:21][Si:22]([C:25]([CH3:28])([CH3:27])[CH3:26])([CH3:24])[CH3:23])=[O:10])[C:2]1[CH:3]=[CH:4][CH:5]=[CH:6][CH:7]=1.